The task is: Predict the reactants needed to synthesize the given product.. This data is from Full USPTO retrosynthesis dataset with 1.9M reactions from patents (1976-2016). (1) Given the product [Cl:8][C:5](=[N:6][OH:9])[C:4]([O:3][CH2:1][CH3:2])=[O:7], predict the reactants needed to synthesize it. The reactants are: [CH2:1]([O:3][C:4](=[O:7])[CH2:5][NH2:6])[CH3:2].[ClH:8].[OH2:9]. (2) Given the product [CH3:1][C:2]1[N:7]([C:8]2[CH:13]=[CH:12][CH:11]=[C:10]([C:14]([F:17])([F:15])[F:16])[CH:9]=2)[C:6](=[O:18])[C:5]([C:19]([NH:21][CH2:22][C:23]2[CH:24]=[CH:25][C:26]([S:29]([CH3:32])(=[O:31])=[O:30])=[CH:27][CH:28]=2)=[O:20])=[CH:4][C:3]=1[N+:33]([O-:35])=[O:34], predict the reactants needed to synthesize it. The reactants are: [CH3:1][C:2]1[N:7]([C:8]2[CH:13]=[CH:12][CH:11]=[C:10]([C:14]([F:17])([F:16])[F:15])[CH:9]=2)[C:6](=[O:18])[C:5]([C:19]([NH:21][CH2:22][C:23]2[CH:28]=[CH:27][C:26]([S:29]([CH3:32])(=[O:31])=[O:30])=[CH:25][CH:24]=2)=[O:20])=[CH:4][CH:3]=1.[N+:33]([O-])([OH:35])=[O:34]. (3) Given the product [C:1]([O:5][C:6](=[O:21])[N:7]([C@H:9]([C:16]1[O:17][CH:18]=[CH:19][CH:20]=1)[C@H:10]([CH3:15])[CH2:11][CH2:12][O:13][CH3:14])[CH3:8])([CH3:2])([CH3:3])[CH3:4], predict the reactants needed to synthesize it. The reactants are: [C:1]([O:5][C:6](=[O:21])[N:7]([C@H:9]([C:16]1[O:17][CH:18]=[CH:19][CH:20]=1)[C@H:10]([CH3:15])[CH:11]=[CH:12][O:13][CH3:14])[CH3:8])([CH3:4])([CH3:3])[CH3:2].[H][H]. (4) Given the product [CH3:33][C:23]1[CH:28]=[CH:27][C:26]([S:29]([O:18][CH2:17][C:12]2[C:11]([CH3:19])=[C:10]([O:9][CH2:8][CH:5]3[CH2:6][O:7][C:2]([CH3:20])([CH3:1])[O:3][CH2:4]3)[C:15]([CH3:16])=[CH:14][N:13]=2)(=[O:31])=[O:30])=[CH:25][CH:24]=1, predict the reactants needed to synthesize it. The reactants are: [CH3:1][C:2]1([CH3:20])[O:7][CH2:6][CH:5]([CH2:8][O:9][C:10]2[C:15]([CH3:16])=[CH:14][N:13]=[C:12]([CH2:17][OH:18])[C:11]=2[CH3:19])[CH2:4][O:3]1.[OH-].[Na+].[C:23]1([CH3:33])[CH:28]=[CH:27][C:26]([S:29](Cl)(=[O:31])=[O:30])=[CH:25][CH:24]=1. (5) Given the product [Br:6][C:7]1[CH:12]=[CH:11][C:10]([C@@H:13]([N:15]([CH2:2][CH:3]([CH3:5])[CH3:4])[S:16]([CH2:19][C:20]2[CH:21]=[CH:22][CH:23]=[CH:24][CH:25]=2)(=[O:18])=[O:17])[CH3:14])=[CH:9][CH:8]=1, predict the reactants needed to synthesize it. The reactants are: Br[CH2:2][CH:3]([CH3:5])[CH3:4].[Br:6][C:7]1[CH:12]=[CH:11][C:10]([C@@H:13]([NH:15][S:16]([CH2:19][C:20]2[CH:25]=[CH:24][CH:23]=[CH:22][CH:21]=2)(=[O:18])=[O:17])[CH3:14])=[CH:9][CH:8]=1.C([O-])([O-])=O.[K+].[K+]. (6) Given the product [CH3:34][C:29]1[CH:28]=[C:27]([CH:32]=[CH:31][C:30]=1[CH3:33])[O:26][C:24]1[N:23]=[CH:22][N:21]=[C:20]([N:3]2[CH2:4][CH2:5][CH:6]([N:9]3[C:17]4[C:12](=[N:13][CH:14]=[CH:15][CH:16]=4)[NH:11][C:10]3=[O:18])[CH2:7][CH2:8]2)[CH:25]=1, predict the reactants needed to synthesize it. The reactants are: Cl.Cl.[NH:3]1[CH2:8][CH2:7][CH:6]([N:9]2[C:17]3[C:12](=[N:13][CH:14]=[CH:15][CH:16]=3)[NH:11][C:10]2=[O:18])[CH2:5][CH2:4]1.Cl[C:20]1[CH:25]=[C:24]([O:26][C:27]2[CH:32]=[CH:31][C:30]([CH3:33])=[C:29]([CH3:34])[CH:28]=2)[N:23]=[CH:22][N:21]=1.CCN(C(C)C)C(C)C. (7) Given the product [CH:27]([OH:29])=[O:28].[CH3:1][C@H:2]1[CH2:3][N:4]([S:8]([C:11]2[CH:12]=[CH:13][C:14]([C:17]([F:20])([F:18])[F:19])=[CH:15][CH:16]=2)(=[O:9])=[O:10])[CH2:5][CH2:6][N:7]1[C:27]([C:22]1[CH:23]=[CH:24][CH:25]=[CH:26][N:21]=1)=[O:28], predict the reactants needed to synthesize it. The reactants are: [CH3:1][C@@H:2]1[NH:7][CH2:6][CH2:5][N:4]([S:8]([C:11]2[CH:16]=[CH:15][C:14]([C:17]([F:20])([F:19])[F:18])=[CH:13][CH:12]=2)(=[O:10])=[O:9])[CH2:3]1.[N:21]1[CH:26]=[CH:25][CH:24]=[CH:23][C:22]=1[C:27]([OH:29])=[O:28].C1C=CC2N(O)N=NC=2C=1.O.CN(C(ON1N=NC2C=CC=CC1=2)=[N+](C)C)C.F[P-](F)(F)(F)(F)F.CCN(C(C)C)C(C)C. (8) The reactants are: [F:1][C:2]([C:5]1[CH:12]=[CH:11][C:8]([CH:9]=[O:10])=[C:7](F)[CH:6]=1)([F:4])[F:3].C(=O)([O-])[O-].[K+].[K+].[C:20]([C:22]1[CH:23]=[C:24]([OH:28])[CH:25]=[CH:26][CH:27]=1)#[N:21].O. Given the product [CH:9]([C:8]1[CH:11]=[CH:12][C:5]([C:2]([F:4])([F:3])[F:1])=[CH:6][C:7]=1[O:28][C:24]1[CH:23]=[C:22]([CH:27]=[CH:26][CH:25]=1)[C:20]#[N:21])=[O:10], predict the reactants needed to synthesize it. (9) Given the product [N+:12]([C:8]1[CH:9]=[CH:10][CH:11]=[C:4]([O:20][CH:15]2[CH2:19][CH2:18][CH2:17][CH2:16]2)[C:5]=1[C:6]#[N:7])([O-:14])=[O:13], predict the reactants needed to synthesize it. The reactants are: [N+]([C:4]1[CH:11]=[CH:10][CH:9]=[C:8]([N+:12]([O-:14])=[O:13])[C:5]=1[C:6]#[N:7])([O-])=O.[CH:15]1([OH:20])[CH2:19][CH2:18][CH2:17][CH2:16]1.